Predict the reactants needed to synthesize the given product. From a dataset of Full USPTO retrosynthesis dataset with 1.9M reactions from patents (1976-2016). (1) Given the product [Cl:26][C:27]1[CH:34]=[CH:33][CH:32]=[C:31]([Cl:35])[C:28]=1[CH2:29][NH:1][C:2]1[C:7](=[O:8])[N:6]2[CH2:9][CH2:10][CH2:11][N:12]([CH2:13][CH:14]([OH:19])[CH2:15][CH:16]([CH3:18])[CH3:17])[C:5]2=[N:4][C:3]=1[C:20]1[CH:25]=[CH:24][N:23]=[CH:22][CH:21]=1, predict the reactants needed to synthesize it. The reactants are: [NH2:1][C:2]1[C:7](=[O:8])[N:6]2[CH2:9][CH2:10][CH2:11][N:12]([CH2:13][CH:14]([OH:19])[CH2:15][CH:16]([CH3:18])[CH3:17])[C:5]2=[N:4][C:3]=1[C:20]1[CH:25]=[CH:24][N:23]=[CH:22][CH:21]=1.[Cl:26][C:27]1[CH:34]=[CH:33][CH:32]=[C:31]([Cl:35])[C:28]=1[CH:29]=O.[BH-](OC(C)=O)(OC(C)=O)OC(C)=O.[Na+]. (2) Given the product [F:1][C:2]1[CH:31]=[CH:30][CH:29]=[C:28]([F:32])[C:3]=1[CH2:4][O:5][C:6]1[C:7]2[N:8]([C:12]([C:16]3[CH:17]=[N:18][N:19]([CH2:21][C:22]([CH3:23])([NH2:24])[CH3:27])[CH:20]=3)=[C:13]([CH3:15])[N:14]=2)[CH:9]=[CH:10][CH:11]=1, predict the reactants needed to synthesize it. The reactants are: [F:1][C:2]1[CH:31]=[CH:30][CH:29]=[C:28]([F:32])[C:3]=1[CH2:4][O:5][C:6]1[C:7]2[N:8]([C:12]([C:16]3[CH:17]=[N:18][N:19]([CH2:21][C:22]([CH3:27])([N+:24]([O-])=O)[CH3:23])[CH:20]=3)=[C:13]([CH3:15])[N:14]=2)[CH:9]=[CH:10][CH:11]=1. (3) Given the product [CH3:14][O:13][C:8]1[CH:7]=[C:6]2[C:11](=[CH:10][C:9]=1[CH3:12])[C:2]([O:21][C:15]1[CH:20]=[CH:19][CH:18]=[CH:17][CH:16]=1)=[N:3][CH:4]=[CH:5]2, predict the reactants needed to synthesize it. The reactants are: Cl[C:2]1[C:11]2[C:6](=[CH:7][C:8]([O:13][CH3:14])=[C:9]([CH3:12])[CH:10]=2)[CH:5]=[CH:4][N:3]=1.[C:15]1([OH:21])[CH:20]=[CH:19][CH:18]=[CH:17][CH:16]=1.[OH-].[K+].[OH-].[Na+].